From a dataset of Reaction yield outcomes from USPTO patents with 853,638 reactions. Predict the reaction yield, written as a fraction of the theoretical maximum amount of product (1.0 means a 100% yield; for example, 0.34 means a 34% yield). The reactants are [OH-].[Na+].C([O:5][C:6]([C:8]1[CH:9]=[N:10][C:11]2[C:16]([CH:17]=1)=[CH:15][C:14]([F:18])=[CH:13][CH:12]=2)=[O:7])C.CO.Cl. The catalyst is O1CCOCC1. The product is [F:18][C:14]1[CH:15]=[C:16]2[C:11](=[CH:12][CH:13]=1)[N:10]=[CH:9][C:8]([C:6]([OH:7])=[O:5])=[CH:17]2. The yield is 0.740.